From a dataset of Catalyst prediction with 721,799 reactions and 888 catalyst types from USPTO. Predict which catalyst facilitates the given reaction. Reactant: [N:1]1([CH2:7][C:8]2[S:12][C:11]([C:13]3[CH:14]=[CH:15][C:16]([N+:20]([O-])=O)=[C:17]([CH:19]=3)[NH2:18])=[CH:10][CH:9]=2)[CH2:6][CH2:5][O:4][CH2:3][CH2:2]1. Product: [N:1]1([CH2:7][C:8]2[S:12][C:11]([C:13]3[CH:19]=[C:17]([NH2:18])[C:16]([NH2:20])=[CH:15][CH:14]=3)=[CH:10][CH:9]=2)[CH2:6][CH2:5][O:4][CH2:3][CH2:2]1. The catalyst class is: 696.